The task is: Predict the product of the given reaction.. This data is from Forward reaction prediction with 1.9M reactions from USPTO patents (1976-2016). (1) The product is: [CH2:1]([C:8]1[O:12][N:11]=[C:10]([C:13]([NH:15][C@H:16]2[CH2:22][O:21][C:20]3[CH:23]=[CH:24][C:25]([C:27]4[NH:31][N:30]=[N:29][N:28]=4)=[CH:26][C:19]=3[N:18]([CH3:36])[C:17]2=[O:37])=[O:14])[CH:9]=1)[C:2]1[CH:3]=[CH:4][CH:5]=[CH:6][CH:7]=1. Given the reactants [CH2:1]([C:8]1[O:12][N:11]=[C:10]([C:13]([NH:15][C@H:16]2[CH2:22][O:21][C:20]3[CH:23]=[CH:24][C:25]([C:27]4[N:31](CCC#N)[N:30]=[N:29][N:28]=4)=[CH:26][C:19]=3[N:18]([CH3:36])[C:17]2=[O:37])=[O:14])[CH:9]=1)[C:2]1[CH:7]=[CH:6][CH:5]=[CH:4][CH:3]=1.[OH-].[Na+], predict the reaction product. (2) Given the reactants [Cl:1][C:2]1[CH:7]=[CH:6][C:5]([Cl:8])=[CH:4][C:3]=1[CH:9]1[CH2:15][CH2:14][CH2:13][CH2:12][CH2:11][CH:10]1[OH:16].CC(OI1(OC(C)=O)(OC(C)=O)OC(=O)C2C=CC=CC1=2)=O.C(=O)(O)[O-].[Na+].S([O-])([O-])(=O)=S.[Na+].[Na+], predict the reaction product. The product is: [Cl:1][C:2]1[CH:7]=[CH:6][C:5]([Cl:8])=[CH:4][C:3]=1[CH:9]1[CH2:15][CH2:14][CH2:13][CH2:12][CH2:11][C:10]1=[O:16]. (3) Given the reactants [NH2:1][C@H:2]([CH:6]([CH3:8])[CH3:7])[C:3]([OH:5])=[O:4].[C:9](=O)([O:18][CH2:19][CH2:20][Si:21]([CH3:24])([CH3:23])[CH3:22])[O:10]N1C(=O)CCC1=O.C(N(CC)CC)C.S([O-])(O)(=O)=O.[Na+], predict the reaction product. The product is: [CH3:7][CH:6]([CH3:8])[C@@H:2]([NH:1][C:9]([O:18][CH2:19][CH2:20][Si:21]([CH3:24])([CH3:23])[CH3:22])=[O:10])[C:3]([OH:5])=[O:4]. (4) Given the reactants [CH3:1][C:2]1[NH:3][C:4](=[O:26])[C:5]([CH2:11][C:12]2[CH:17]=[CH:16][C:15]([C:18]3[C:19]([C:24]#[N:25])=[CH:20][CH:21]=[CH:22][CH:23]=3)=[CH:14][CH:13]=2)=[C:6]([CH2:8][CH2:9][CH3:10])[N:7]=1.[CH:27]([O:30][C:31]1[CH:36]=[CH:35][C:34](B(O)O)=[CH:33][C:32]=1[CH3:40])([CH3:29])[CH3:28].C(N(CC)CC)C.N1C=CC=CC=1, predict the reaction product. The product is: [CH:27]([O:30][C:31]1[CH:36]=[CH:35][C:34]([N:3]2[C:4](=[O:26])[C:5]([CH2:11][C:12]3[CH:17]=[CH:16][C:15]([C:18]4[C:19]([C:24]#[N:25])=[CH:20][CH:21]=[CH:22][CH:23]=4)=[CH:14][CH:13]=3)=[C:6]([CH2:8][CH2:9][CH3:10])[N:7]=[C:2]2[CH3:1])=[CH:33][C:32]=1[CH3:40])([CH3:29])[CH3:28]. (5) Given the reactants [OH:1]/[N:2]=[C:3](\Cl)/[C:4]1[CH:9]=[CH:8][CH:7]=[CH:6][CH:5]=1.CO[CH:13]=[CH:14][C:15](=[O:17])[CH3:16].C(N(CC)CC)C, predict the reaction product. The product is: [C:4]1([C:3]2[C:14]([C:15](=[O:17])[CH3:16])=[CH:13][O:1][N:2]=2)[CH:9]=[CH:8][CH:7]=[CH:6][CH:5]=1. (6) Given the reactants [OH-].[Na+].C[O:4][C:5]([C:7]1[C:16]2[C:11](=[CH:12][C:13]([O:22][CH3:23])=[C:14]3[O:19][C:18]([CH3:21])([CH3:20])[CH2:17][C:15]3=2)[CH2:10][C:9]([CH3:25])([CH3:24])[N:8]=1)=[O:6].[ClH:26], predict the reaction product. The product is: [ClH:26].[CH3:23][O:22][C:13]1[CH:12]=[C:11]2[C:16](=[C:15]3[CH2:17][C:18]([CH3:21])([CH3:20])[O:19][C:14]=13)[C:7]([C:5]([OH:6])=[O:4])=[N:8][C:9]([CH3:25])([CH3:24])[CH2:10]2. (7) Given the reactants Cl[C:2]1[C:11]2[C:6](=[CH:7][CH:8]=[CH:9][C:10]=2[F:12])[N:5]=[CH:4][N:3]=1.[Cl:13][C:14]1[CH:15]=[C:16]([CH:18]=[CH:19][C:20]=1[O:21][CH2:22][C:23]1[CH:28]=[N:27][CH:26]=[CH:25][N:24]=1)[NH2:17], predict the reaction product. The product is: [Cl:13][C:14]1[CH:15]=[C:16]([CH:18]=[CH:19][C:20]=1[O:21][CH2:22][C:23]1[CH:28]=[N:27][CH:26]=[CH:25][N:24]=1)[NH:17][C:2]1[C:11]2[C:6](=[CH:7][CH:8]=[CH:9][C:10]=2[F:12])[N:5]=[CH:4][N:3]=1. (8) Given the reactants [NH:1]1[C:9]2[C:4](=[CH:5][C:6]([NH:10][C:11]3[N:23]=[CH:22][C:21]([CH:24]4[CH2:26][CH2:25]4)=[CH:20][C:12]=3[C:13]([O:15][CH2:16][CH2:17][CH2:18][CH3:19])=[O:14])=[CH:7][CH:8]=2)[CH:3]=[CH:2]1.[CH3:27][C:28]([CH3:31])([O-])[CH3:29].[K+].[CH3:33][N:34](C)[C:35](=O)C.C(OCC)(=O)C, predict the reaction product. The product is: [CH:24]1([C:21]2[CH:22]=[N:23][C:11]([NH:10][C:6]3[CH:5]=[C:4]4[C:9](=[CH:8][CH:7]=3)[N:1]([CH2:27][C:28]3[CH:31]=[CH:35][N:34]=[CH:33][CH:29]=3)[CH:2]=[CH:3]4)=[C:12]([CH:20]=2)[C:13]([O:15][CH2:16][CH2:17][CH2:18][CH3:19])=[O:14])[CH2:25][CH2:26]1. (9) The product is: [CH3:9][O:10][C:11]1[CH:36]=[C:35]([O:37][CH3:38])[CH:34]=[CH:33][C:12]=1[CH2:13][N:14]1[C:15](=[O:32])[C@@H:16]([NH:21][C:22](=[O:31])[O:23][CH2:24][C:25]2[CH:26]=[CH:27][CH:28]=[CH:29][CH:30]=2)[C@H:17]1[CH2:18]/[CH:19]=[N:2]/[OH:3]. Given the reactants Cl.[NH2:2][OH:3].C(=O)(O)[O-].[Na+].[CH3:9][O:10][C:11]1[CH:36]=[C:35]([O:37][CH3:38])[CH:34]=[CH:33][C:12]=1[CH2:13][N:14]1[C@H:17]([CH2:18][CH:19]=O)[C@H:16]([NH:21][C:22](=[O:31])[O:23][CH2:24][C:25]2[CH:30]=[CH:29][CH:28]=[CH:27][CH:26]=2)[C:15]1=[O:32], predict the reaction product.